From a dataset of Peptide-MHC class I binding affinity with 185,985 pairs from IEDB/IMGT. Regression. Given a peptide amino acid sequence and an MHC pseudo amino acid sequence, predict their binding affinity value. This is MHC class I binding data. (1) The binding affinity (normalized) is 0.288. The peptide sequence is MEAQFLYLY. The MHC is HLA-B40:02 with pseudo-sequence HLA-B40:02. (2) The peptide sequence is GRYFAIQEV. The MHC is HLA-A23:01 with pseudo-sequence HLA-A23:01. The binding affinity (normalized) is 0.128. (3) The peptide sequence is SVIDHIHYM. The MHC is HLA-B39:01 with pseudo-sequence HLA-B39:01. The binding affinity (normalized) is 0.266. (4) The peptide sequence is SIISLFYTFA. The MHC is HLA-A68:02 with pseudo-sequence HLA-A68:02. The binding affinity (normalized) is 0.637. (5) The peptide sequence is ACPLPHKL. The MHC is Mamu-A01 with pseudo-sequence Mamu-A01. The binding affinity (normalized) is 0.315. (6) The peptide sequence is WEIQQVVDA. The MHC is HLA-B45:01 with pseudo-sequence HLA-B45:01. The binding affinity (normalized) is 0.547. (7) The peptide sequence is VTSSVSSGY. The MHC is HLA-A02:01 with pseudo-sequence HLA-A02:01. The binding affinity (normalized) is 0.0847. (8) The binding affinity (normalized) is 0.211. The MHC is HLA-A24:03 with pseudo-sequence HLA-A24:03. The peptide sequence is MSSAMSMMH. (9) The peptide sequence is HGYSFDQL. The MHC is HLA-A68:02 with pseudo-sequence HLA-A68:02. The binding affinity (normalized) is 0.